This data is from Catalyst prediction with 721,799 reactions and 888 catalyst types from USPTO. The task is: Predict which catalyst facilitates the given reaction. Reactant: [F:1][C:2]1[CH:7]=[C:6]([F:8])[C:5]([F:9])=[CH:4][C:3]=1[C:10]1[CH:15]=[CH:14][C:13]([O:16][CH2:17][C:18]2[CH:23]=[CH:22][CH:21]=[C:20]([N+:24]([O-])=O)[CH:19]=2)=[CH:12][CH:11]=1.[ClH:27]. Product: [ClH:27].[F:1][C:2]1[CH:7]=[C:6]([F:8])[C:5]([F:9])=[CH:4][C:3]=1[C:10]1[CH:15]=[CH:14][C:13]([O:16][CH2:17][C:18]2[CH:19]=[C:20]([NH2:24])[CH:21]=[CH:22][CH:23]=2)=[CH:12][CH:11]=1. The catalyst class is: 591.